This data is from Reaction yield outcomes from USPTO patents with 853,638 reactions. The task is: Predict the reaction yield, written as a fraction of the theoretical maximum amount of product (1.0 means a 100% yield; for example, 0.34 means a 34% yield). (1) The reactants are [C:1]([O:5][C:6]([NH:8][C@H:9]1[CH2:14][CH2:13][C@@H:12](Cl)[CH:11]=[CH:10]1)=[O:7])([CH3:4])([CH3:3])[CH3:2].[N-:16]=[N+:17]=[N-:18].[Na+]. The catalyst is CN(C=O)C.[Cl-].[Na+].O.C(OCC)(=O)C.O. The product is [N:16]([C@H:12]1[CH2:13][CH2:14][C@H:9]([NH:8][C:6]([O:5][C:1]([CH3:4])([CH3:3])[CH3:2])=[O:7])[CH:10]=[CH:11]1)=[N+:17]=[N-:18]. The yield is 0.600. (2) The reactants are [F:1][C:2]([F:16])([CH2:14][CH3:15])[CH2:3][CH2:4][CH2:5][CH:6]=[CH:7][C:8](=[O:13])[C:9]([F:12])([F:11])[CH3:10]. The catalyst is C(O)C.[Pd]. The product is [F:1][C:2]1([F:16])[CH2:14][CH2:15][CH:5]([CH2:6][CH2:7][C:8](=[O:13])[C:9]([F:12])([F:11])[CH3:10])[CH2:4][CH2:3]1. The yield is 0.840.